Dataset: Reaction yield outcomes from USPTO patents with 853,638 reactions. Task: Predict the reaction yield, written as a fraction of the theoretical maximum amount of product (1.0 means a 100% yield; for example, 0.34 means a 34% yield). (1) The reactants are [CH3:1][O:2][CH2:3][N:4]1[C:12]2[C:7](=[CH:8][CH:9]=[CH:10][C:11]=2[NH:13][S:14]([C:17]2[S:18][CH:19]=[CH:20][CH:21]=2)(=[O:16])=[O:15])[CH:6]=[C:5]1[C:22]([O:24][CH2:25][CH3:26])=[O:23].CI.[C:29](=O)([O-])[O-].[K+].[K+].CN(C)C=O. The catalyst is O. The product is [CH3:1][O:2][CH2:3][N:4]1[C:12]2[C:7](=[CH:8][CH:9]=[CH:10][C:11]=2[N:13]([CH3:29])[S:14]([C:17]2[S:18][CH:19]=[CH:20][CH:21]=2)(=[O:16])=[O:15])[CH:6]=[C:5]1[C:22]([O:24][CH2:25][CH3:26])=[O:23]. The yield is 0.990. (2) The reactants are [NH2:1][CH2:2][C@H:3]([OH:13])[CH2:4][C:5]1[CH:10]=[C:9]([Cl:11])[CH:8]=[C:7]([Cl:12])[CH:6]=1.C(N(CC)CC)C.[Cl:21][CH2:22][C:23](Cl)=[O:24]. The catalyst is ClCCl.C(#N)C. The product is [Cl:21][CH2:22][C:23]([NH:1][CH2:2][C@H:3]([OH:13])[CH2:4][C:5]1[CH:10]=[C:9]([Cl:11])[CH:8]=[C:7]([Cl:12])[CH:6]=1)=[O:24]. The yield is 0.750. (3) The reactants are [O:1]1[CH2:6][CH2:5][O:4][CH2:3][C@@H:2]1[CH2:7][OH:8].N1C=CC=CC=1.[C:15]1([CH3:25])[CH:20]=[CH:19][C:18]([S:21](Cl)(=[O:23])=[O:22])=[CH:17][CH:16]=1. The catalyst is ClCCl. The product is [CH3:25][C:15]1[CH:20]=[CH:19][C:18]([S:21]([O:8][CH2:7][C@H:2]2[CH2:3][O:4][CH2:5][CH2:6][O:1]2)(=[O:23])=[O:22])=[CH:17][CH:16]=1. The yield is 0.730.